Dataset: Reaction yield outcomes from USPTO patents with 853,638 reactions. Task: Predict the reaction yield, written as a fraction of the theoretical maximum amount of product (1.0 means a 100% yield; for example, 0.34 means a 34% yield). (1) The reactants are [Cl:1][C:2]1[CH:3]=[C:4]([N:17]2[C:22](=[O:23])[NH:21][C:20](=[O:24])[CH:19]=[N:18]2)[CH:5]=[CH:6][C:7]=1[CH:8](Cl)[C:9]1[CH:14]=[CH:13][C:12]([Cl:15])=[CH:11][CH:10]=1.[SH:25][C:26]1[CH:31]=[CH:30][CH:29]=[CH:28][N:27]=1.N12CCCN=C1CCCCC2.[OH-].[Na+]. The catalyst is C1COCC1. The product is [Cl:1][C:2]1[CH:3]=[C:4]([N:17]2[C:22](=[O:23])[NH:21][C:20](=[O:24])[CH:19]=[N:18]2)[CH:5]=[CH:6][C:7]=1[CH:8]([C:9]1[CH:14]=[CH:13][C:12]([Cl:15])=[CH:11][CH:10]=1)[S:25][C:26]1[CH:31]=[CH:30][CH:29]=[CH:28][N:27]=1. The yield is 0.430. (2) The reactants are Cl[C:2]1[N:7]=[C:6]2[NH:8][N:9]=[C:10]([C:11]3[CH:16]=[CH:15][CH:14]=[C:13]([F:17])[CH:12]=3)[C:5]2=[CH:4][N:3]=1.FC(F)(F)C(O)=O.[CH3:25][S:26]([N:29]1[CH2:34][CH2:33][CH:32]([NH2:35])[CH2:31][CH2:30]1)(=[O:28])=[O:27]. No catalyst specified. The product is [F:17][C:13]1[CH:12]=[C:11]([C:10]2[C:5]3[C:6](=[N:7][C:2]([NH:35][CH:32]4[CH2:33][CH2:34][N:29]([S:26]([CH3:25])(=[O:28])=[O:27])[CH2:30][CH2:31]4)=[N:3][CH:4]=3)[NH:8][N:9]=2)[CH:16]=[CH:15][CH:14]=1. The yield is 0.0600. (3) The product is [C:1]([O:8][CH3:9])(=[O:7])/[CH:2]=[CH:3]/[C:4]([O:6][CH:19]([O:18][C:10]([C:11]1[CH:16]=[CH:15][CH:14]=[CH:13][CH:12]=1)=[O:17])[CH:20]([CH3:22])[CH3:21])=[O:5]. The yield is 0.150. The reactants are [C:1]([O:8][CH3:9])(=[O:7])/[CH:2]=[CH:3]/[C:4]([OH:6])=[O:5].[C:10]([O:18][CH:19](Cl)[CH:20]([CH3:22])[CH3:21])(=[O:17])[C:11]1[CH:16]=[CH:15][CH:14]=[CH:13][CH:12]=1. No catalyst specified. (4) The reactants are [CH3:1][C:2]([CH3:42])([CH3:41])[C:3](=[O:40])[CH2:4][O:5][C:6]1[CH:11]=[CH:10][C:9]([C:12]([C:17]2[CH:37]=[CH:36][C:20]([CH2:21][N:22]([CH2:30][CH2:31][S:32]([CH3:35])(=[O:34])=[O:33])C(=O)OC(C)(C)C)=[C:19]([CH3:38])[CH:18]=2)([CH2:15][CH3:16])[CH2:13][CH3:14])=[CH:8][C:7]=1[CH3:39].C(O)(C(F)(F)F)=O. The catalyst is C(Cl)Cl. The product is [CH2:13]([C:12]([C:9]1[CH:10]=[CH:11][C:6]([O:5][CH2:4][C:3](=[O:40])[C:2]([CH3:1])([CH3:42])[CH3:41])=[C:7]([CH3:39])[CH:8]=1)([C:17]1[CH:37]=[CH:36][C:20]([CH2:21][NH:22][CH2:30][CH2:31][S:32]([CH3:35])(=[O:34])=[O:33])=[C:19]([CH3:38])[CH:18]=1)[CH2:15][CH3:16])[CH3:14]. The yield is 0.950. (5) The reactants are [CH:1]1([C:4]([NH:6][C:7]2[N:8]=[C:9]3[CH:14]=[CH:13][C:12]([S:15][C:16]4[CH:24]=[CH:23][CH:22]=[CH:21][C:17]=4[C:18]([OH:20])=O)=[N:11][N:10]3[CH:25]=2)=[O:5])[CH2:3][CH2:2]1.[CH3:26][N:27]1[C:31]([NH2:32])=[CH:30][C:29]([CH3:33])=[N:28]1.F[P-](F)(F)(F)(F)F.N1(OC(N(C)C)=[N+](C)C)C2N=CC=CC=2N=N1.C(N(CC)C(C)C)(C)C. The catalyst is CN(C)C=O. The product is [CH:1]1([C:4]([NH:6][C:7]2[N:8]=[C:9]3[CH:14]=[CH:13][C:12]([S:15][C:16]4[CH:24]=[CH:23][CH:22]=[CH:21][C:17]=4[C:18]([NH:32][C:31]4[N:27]([CH3:26])[N:28]=[C:29]([CH3:33])[CH:30]=4)=[O:20])=[N:11][N:10]3[CH:25]=2)=[O:5])[CH2:2][CH2:3]1. The yield is 0.700. (6) The reactants are [BH4-].[Na+].[O:3]=[C:4]1[CH2:9][N:8]([C:10]([O:12][C:13]([CH3:16])([CH3:15])[CH3:14])=[O:11])[C@H:7]([C:17]([O:19][CH2:20][CH3:21])=[O:18])[CH2:6][CH2:5]1. The catalyst is CCO. The product is [OH:3][C@@H:4]1[CH2:9][N:8]([C:10]([O:12][C:13]([CH3:14])([CH3:15])[CH3:16])=[O:11])[C@H:7]([C:17]([O:19][CH2:20][CH3:21])=[O:18])[CH2:6][CH2:5]1. The yield is 0.800. (7) The reactants are [CH2:1]([N:8]([CH2:17][C:18](=O)[CH3:19])[C:9]1[CH:14]=[CH:13][C:12]([O:15][CH3:16])=[CH:11][CH:10]=1)[C:2]1[CH:7]=[CH:6][CH:5]=[CH:4][CH:3]=1. The catalyst is C(O)C.[Cl-].[Zn+2].[Cl-]. The product is [CH2:1]([N:8]1[C:9]2[C:14](=[CH:13][C:12]([O:15][CH3:16])=[CH:11][CH:10]=2)[C:18]([CH3:19])=[CH:17]1)[C:2]1[CH:7]=[CH:6][CH:5]=[CH:4][CH:3]=1. The yield is 0.620.